Dataset: Drug-target binding data from BindingDB using IC50 measurements. Task: Regression. Given a target protein amino acid sequence and a drug SMILES string, predict the binding affinity score between them. We predict pIC50 (pIC50 = -log10(IC50 in M); higher means more potent). Dataset: bindingdb_ic50. (1) The small molecule is O=C(O)[C@H]1/C(=C/CO)O[C@@H]2CC(=O)N21. The target protein sequence is MKRSFFMLKTKITSSILVGACLLIGCSNGNEQPVSNEPEPEESVETGEAVFKALEEEYAARLGVFALDTGTGQTVSYRSDERFTYASAHKPLAVAVLLQQKSIEELEQLITYSADDLVNYNPITENHVETGMTLRELSDASIRYSDNTAANFIFDEIGGPEGFKEGLRAIGDTVTEPERIEPELNHVEPGEIQDTSTPEALAKSLQEFALGEALPADKQELLIDWLIGNTTGDALIRAGVPEGWEVGDKTGAGSYGTRNDIAILWPPEKEPIILAVLSSKDEKDAEYDDELIAKATEEVINLLAQTE. The pIC50 is 7.1. (2) The small molecule is CC/C1=C/[C@H](CO)C[C@@H](C)[C@H](O[C@H]2C[C@H](O)[C@H](O[C@@H]3O[C@@H](C)[C@H](O[C@H]4C[C@H](O)[C@H](O)[C@@H](C)O4)[C@@H](OC)[C@H]3O)[C@@H](C)O2)[C@H](C)CCC[C@]2(C)C=C(C)[C@H](C)C[C@]23OC(=O)C(=C3O)C(=O)[C@]2(CC)[C@H]1C(C)=C[C@@H]1[C@@H](O)CC(=O)[C@H](C)[C@H]12. The target protein (P11021) has sequence MKLSLVAAMLLLLSAARAEEEDKKEDVGTVVGIDLGTTYSCVGVFKNGRVEIIANDQGNRITPSYVAFTPEGERLIGDAAKNQLTSNPENTVFDAKRLIGRTWNDPSVQQDIKFLPFKVVEKKTKPYIQVDIGGGQTKTFAPEEISAMVLTKMKETAEAYLGKKVTHAVVTVPAYFNDAQRQATKDAGTIAGLNVMRIINEPTAAAIAYGLDKREGEKNILVFDLGGGTFDVSLLTIDNGVFEVVATNGDTHLGGEDFDQRVMEHFIKLYKKKTGKDVRKDNRAVQKLRREVEKAKRALSSQHQARIEIESFYEGEDFSETLTRAKFEELNMDLFRSTMKPVQKVLEDSDLKKSDIDEIVLVGGSTRIPKIQQLVKEFFNGKEPSRGINPDEAVAYGAAVQAGVLSGDQDTGDLVLLDVCPLTLGIETVGGVMTKLIPRNTVVPTKKSQIFSTASDNQPTVTIKVYEGERPLTKDNHLLGTFDLTGIPPAPRGVPQIEVT.... The pIC50 is 6.5. (3) The compound is O=c1cc(-c2ccc([N+](=O)[O-])cc2)[nH]c2c(-c3ccc(Cl)cc3)c(Cc3ccccc3)nn12. The target protein (O14975) has sequence MLSAIYTVLAGLLFLPLLVNLCCPYFFQDIGYFLKVAAVGRRVRSYGKRRPARTILRAFLEKARQTPHKPFLLFRDETLTYAQVDRRSNQVARALHDHLGLRQGDCVALLMGNEPAYVWLWLGLVKLGCAMACLNYNIRAKSLLHCFQCCGAKVLLVSPELQAAVEEILPSLKKDDVSIYYVSRTSNTDGIDSFLDKVDEVSTEPIPESWRSEVTFSTPALYIYTSGTTGLPKAAMITHQRIWYGTGLTFVSGLKADDVIYITLPFYHSAALLIGIHGCIVAGATLALRTKFSASQFWDDCRKYNVTVIQYIGELLRYLCNSPQKPNDRDHKVRLALGNGLRGDVWRQFVKRFGDICIYEFYAATEGNIGFMNYARKVGAVGRVNYLQKKIITYDLIKYDVEKDEPVRDENGYCVRVPKGEVGLLVCKITQLTPFNGYAGAKAQTEKKKLRDVFKKGDLYFNSGDLLMVDHENFIYFHDRVGDTFRWKGENVATTEVADT.... The pIC50 is 5.2. (4) The small molecule is CN(C)CCn1nnnc1SCC(O)(Cn1ccnc1)c1ccc(Cl)cc1Cl. The target protein (O15528) has sequence MTQTLKYASRVFHRVRWAPELGASLGYREYHSARRSLADIPGPSTPSFLAELFCKGGLSRLHELQVQGAAHFGPVWLASFGTVRTVYVAAPALVEELLRQEGPRPERCSFSPWTEHRRCRQRACGLLTAEGEEWQRLRSLLAPLLLRPQAAARYAGTLNNVVCDLVRRLRRQRGRGTGPPALVRDVAGEFYKFGLEGIAAVLLGSRLGCLEAQVPPDTETFIRAVGSVFVSTLLTMAMPHWLRHLVPGPWGRLCRDWDQMFAFAQRHVERREAEAAMRNGGQPEKDLESGAHLTHFLFREELPAQSILGNVTELLLAGVDTVSNTLSWALYELSRHPEVQTALHSEITAALSPGSSAYPSATVLSQLPLLKAVVKEVLRLYPVVPGNSRVPDKDIHVGDYIIPKNTLVTLCHYATSRDPAQFPEPNSFRPARWLGEGPTPHPFASLPFGFGKRSCMGRRLAELELQMALAQILTHFEVQPEPGAAPVRPKTRTVLVPERS.... The pIC50 is 7.2. (5) The compound is Cc1nc(C(=O)Nc2cccc(C#N)n2)c(C)n1-c1ccc(F)cc1. The target protein (P41594) has sequence MVLLLILSVLLLKEDVRGSAQSSERRVVAHMPGDIIIGALFSVHHQPTVDKVHERKCGAVREQYGIQRVEAMLHTLERINSDPTLLPNITLGCEIRDSCWHSAVALEQSIEFIRDSLISSEEEEGLVRCVDGSSSSFRSKKPIVGVIGPGSSSVAIQVQNLLQLFNIPQIAYSATSMDLSDKTLFKYFMRVVPSDAQQARAMVDIVKRYNWTYVSAVHTEGNYGESGMEAFKDMSAKEGICIAHSYKIYSNAGEQSFDKLLKKLTSHLPKARVVACFCEGMTVRGLLMAMRRLGLAGEFLLLGSDGWADRYDVTDGYQREAVGGITIKLQSPDVKWFDDYYLKLRPETNHRNPWFQEFWQHRFQCRLEGFPQENSKYNKTCNSSLTLKTHHVQDSKMGFVINAIYSMAYGLHNMQMSLCPGYAGLCDAMKPIDGRKLLESLMKTNFTGVSGDTILFDENGDSPGRYEIMNFKEMGKDYFDYINVGSWDNGELKMDDDEVW.... The pIC50 is 7.1. (6) The drug is C=CC(=O)Nc1cccc(-c2ccc(C(N)=O)c3[nH]c(-c4c(C)noc4C)cc23)c1C. The target protein sequence is GSWEIDPKDLTFLKELGTGQFGVVKYGKWRGQYDVAIKMIKEGSMSEDEFIEEAKVMMNLSHEKLVQLYGVCTKQRPIFIITEYMANGCLLNYLREMRHRFQTQQLLEMCKDVCEAMEYLESKQFLHRDLAARNCLVNDQGVVKVSDFGLSRYVLDDEYTSSVGSKFPVRWSPPEVLMYSKFSSKSDIWAFGVLMWEIYSLGKMPYERFTNSETAEHIAQGLRLYRPHLASEKVYTIMYSCWHEKADERPTFKILLSNILDVMDEES. The pIC50 is 6.3. (7) The compound is COC(=O)c1c(-c2cc(OC)c(OC)c(OC)c2)c2ccc(OCc3cccnc3)cc2c(=O)n1-c1ccc(N)cc1. The target protein (P14099) has sequence MRRQPAASRDLFAQEPVPPGSGDGALQDALLSLGSVIDVAGLQQAVKEALSAVLPKVETVYTYLLDGESRLVCEEPPHELPQEGKVREAVISRKRLGCNGLGPSDLPGKPLARLVAPLAPDTQVLVIPLVDKEAGAVAAVILVHCGQLSDNEEWSLQAVEKHTLVALKRVQALQQRESSVAPEATQNPPEEAAGDQKGGVAYTNQDRKILQLCGELYDLDASSLQLKVLQYLQQETQASRCCLLLVSEDNLQLSCKVIGDKVLEEEISFPLTTGRLGQVVEDKKSIQLKDLTSEDMQQLQSMLGCEVQAMLCVPVISRATDQVVALACAFNKLGGDLFTDQDEHVIQHCFHYTSTVLTSTLAFQKEQKLKCECQALLQVAKNLFTHLDDVSVLLQEIITEARNLSNAEICSVFLLDQNELVAKVFDGGVVEDESYEIRIPADQGIAGHVATTGQILNIPDAYAHPLFYRGVDDSTGFRTRNILCFPIKNENQEVIGVAEL.... The pIC50 is 5.0. (8) The compound is OC[C@H]1O[C@@H](Oc2cccc(C#Cc3ccc(C#Cc4cccc(C5=NCCN5)c4)cc3)c2)[C@H](O)[C@@H](O)[C@@H]1O. The target protein (Q7U0P8) has sequence MEIIPPRLKEPLYRLYELRLRQGLAASKSDLPRHIAVLCDGNRRWARSAGYDDVSYGYRMGAAKIAEMLRWCHEAGIELATVYLLSTENLQRDPDELAALIEIITDVVEEICAPANHWSVRTVGDLGLIGEEPARRLRGAVESTPEVASFHVNVAVGYGGRREIVDAVRALLSKELANGATAEELVDAVTVEGISENLYTSGQPDPDLVIRTSGEQRLSGFLLWQSAYSEMWFTEAHWPAFRHVDFLRALRDYSARHRRYGR. The pIC50 is 5.2.